Dataset: Forward reaction prediction with 1.9M reactions from USPTO patents (1976-2016). Task: Predict the product of the given reaction. (1) Given the reactants ClC(Cl)(O[C:5](=[O:11])OC(Cl)(Cl)Cl)Cl.[CH3:13][O:14][C:15]1[CH:20]=[CH:19][C:18]([C:21]2[N:22]=[C:23]([CH:34]3[CH2:39][CH2:38][NH:37][CH2:36][CH2:35]3)[S:24][C:25]=2[C:26]2[CH:31]=[CH:30][C:29]([O:32][CH3:33])=[CH:28][CH:27]=2)=[CH:17][CH:16]=1.C(N(CC)CC)C.Cl.[CH3:48][NH:49][OH:50].[Cl-].[NH4+], predict the reaction product. The product is: [CH3:13][O:14][C:15]1[CH:20]=[CH:19][C:18]([C:21]2[N:22]=[C:23]([CH:34]3[CH2:39][CH2:38][N:37]([C:5](=[O:11])[N:49]([OH:50])[CH3:48])[CH2:36][CH2:35]3)[S:24][C:25]=2[C:26]2[CH:31]=[CH:30][C:29]([O:32][CH3:33])=[CH:28][CH:27]=2)=[CH:17][CH:16]=1. (2) The product is: [Cl:1][C:2]1[N:3]=[C:4]([O:19][C:18]2[C:11]([CH3:10])=[CH:12][C:13]([C:14]#[N:15])=[CH:16][C:17]=2[CH3:20])[CH:5]=[C:6]([Cl:8])[N:7]=1. Given the reactants [Cl:1][C:2]1[N:7]=[C:6]([Cl:8])[CH:5]=[C:4](Cl)[N:3]=1.[CH3:10][C:11]1[CH:12]=[C:13]([CH:16]=[C:17]([CH3:20])[C:18]=1[OH:19])[C:14]#[N:15].C(N(CC)C(C)C)(C)C, predict the reaction product. (3) Given the reactants [F:1][C:2]1([F:11])[CH2:7][CH2:6][CH:5]([CH:8]=[N:9][OH:10])[CH2:4][CH2:3]1.C1C(=O)N([Cl:19])C(=O)C1, predict the reaction product. The product is: [F:1][C:2]1([F:11])[CH2:3][CH2:4][CH:5]([C:8]([Cl:19])=[N:9][OH:10])[CH2:6][CH2:7]1. (4) Given the reactants C[Si]([N-][Si](C)(C)C)(C)C.[Na+].[Br:11][C:12]1[N:17]=[CH:16][C:15]2[CH:18]=[C:19]([C:21]3[CH:22]=[N:23][N:24]([CH3:26])[CH:25]=3)[NH:20][C:14]=2[CH:13]=1.Br[CH2:28][CH:29]1[CH2:34][CH2:33][CH2:32][CH2:31][CH2:30]1.[H-].[Na+], predict the reaction product. The product is: [Br:11][C:12]1[N:17]=[CH:16][C:15]2[CH:18]=[C:19]([C:21]3[CH:22]=[N:23][N:24]([CH3:26])[CH:25]=3)[N:20]([CH2:28][CH:29]3[CH2:34][CH2:33][CH2:32][CH2:31][CH2:30]3)[C:14]=2[CH:13]=1.